Dataset: Forward reaction prediction with 1.9M reactions from USPTO patents (1976-2016). Task: Predict the product of the given reaction. Given the reactants [CH2:1]([O:3][C:4](=[O:31])[CH2:5][S:6][C:7]1[NH:8][C:9]2[C:14]([N:15]=1)=[CH:13][N:12]=[C:11]([N:16]1[CH2:21][CH2:20][CH:19]([O:22][C:23]3[CH:28]=[C:27]([F:29])[CH:26]=[CH:25][C:24]=3[Br:30])[CH2:18][CH2:17]1)[N:10]=2)[CH3:2].IC.[C:34]([O-])([O-])=O.[K+].[K+], predict the reaction product. The product is: [CH2:1]([O:3][C:4](=[O:31])[CH2:5][S:6][C:7]1[N:15]([CH3:34])[C:14]2[C:9](=[N:10][C:11]([N:16]3[CH2:17][CH2:18][CH:19]([O:22][C:23]4[CH:28]=[C:27]([F:29])[CH:26]=[CH:25][C:24]=4[Br:30])[CH2:20][CH2:21]3)=[N:12][CH:13]=2)[N:8]=1)[CH3:2].